From a dataset of Catalyst prediction with 721,799 reactions and 888 catalyst types from USPTO. Predict which catalyst facilitates the given reaction. Reactant: FC(F)(F)S(O[CH2:7][C:8]1([C:18]([O:20][CH2:21][C:22]2[CH:27]=[CH:26][CH:25]=[CH:24][CH:23]=2)=[O:19])[CH2:17][CH2:16][C:11]2([O:15][CH2:14][CH2:13][O:12]2)[CH2:10][CH2:9]1)(=O)=O.C1COCC1.CCCC[N+](CCCC)(CCCC)CCCC.[F-:52]. Product: [F:52][CH2:7][C:8]1([C:18]([O:20][CH2:21][C:22]2[CH:27]=[CH:26][CH:25]=[CH:24][CH:23]=2)=[O:19])[CH2:9][CH2:10][C:11]2([O:12][CH2:13][CH2:14][O:15]2)[CH2:16][CH2:17]1. The catalyst class is: 13.